This data is from Forward reaction prediction with 1.9M reactions from USPTO patents (1976-2016). The task is: Predict the product of the given reaction. Given the reactants P([O-])([O-])([O-])=O.[K+].[K+].[K+].[F:9][C:10]1[CH:15]=[C:14](B2OC(C)(C)C(C)(C)O2)[CH:13]=[CH:12][C:11]=1[C:25]1[S:26][C:27]2[C:32]([N:33]=1)=[CH:31][CH:30]=[C:29]([C:34]1([C:37]3[CH:42]=[CH:41][CH:40]=[CH:39][CH:38]=3)[CH2:36][CH2:35]1)[N:28]=2.FC(F)(F)S(O[C:49]1[CH2:53][N:52]([C:54]([O:56][C:57]([CH3:60])([CH3:59])[CH3:58])=[O:55])[C@H:51]([C:61]([O:63][CH3:64])=[O:62])[CH:50]=1)(=O)=O, predict the reaction product. The product is: [F:9][C:10]1[CH:15]=[C:14]([C:49]2[CH2:53][N:52]([C:54]([O:56][C:57]([CH3:60])([CH3:59])[CH3:58])=[O:55])[C@H:51]([C:61]([O:63][CH3:64])=[O:62])[CH:50]=2)[CH:13]=[CH:12][C:11]=1[C:25]1[S:26][C:27]2[C:32]([N:33]=1)=[CH:31][CH:30]=[C:29]([C:34]1([C:37]3[CH:42]=[CH:41][CH:40]=[CH:39][CH:38]=3)[CH2:35][CH2:36]1)[N:28]=2.